This data is from Reaction yield outcomes from USPTO patents with 853,638 reactions. The task is: Predict the reaction yield, written as a fraction of the theoretical maximum amount of product (1.0 means a 100% yield; for example, 0.34 means a 34% yield). (1) The reactants are [O:1]1[C:5]2[CH:6]=[CH:7][C:8]([C:10](=[O:12])[CH3:11])=[CH:9][C:4]=2[CH2:3][CH2:2]1.[Br:13]Br. The catalyst is O1CCOCC1. The product is [Br:13][CH2:11][C:10]([C:8]1[CH:7]=[CH:6][C:5]2[O:1][CH2:2][CH2:3][C:4]=2[CH:9]=1)=[O:12]. The yield is 0.380. (2) The reactants are S(Cl)(Cl)=O.O[CH2:6][C:7]([NH:10][C:11]1[N:12]([CH3:29])[C:13](=[O:28])[C:14]2[C:15](=[N:17][N:18]([CH2:20][C:21]3[CH:26]=[CH:25][C:24]([Br:27])=[CH:23][CH:22]=3)[CH:19]=2)[N:16]=1)([CH3:9])[CH3:8].O.[OH-].[NH4+]. The catalyst is CN(C=O)C. The product is [Br:27][C:24]1[CH:25]=[CH:26][C:21]([CH2:20][N:18]2[CH:19]=[C:14]3[C:13](=[O:28])[N:12]([CH3:29])[C:11]4[N:16]([CH2:6][C:7]([CH3:9])([CH3:8])[N:10]=4)[C:15]3=[N:17]2)=[CH:22][CH:23]=1. The yield is 0.920. (3) The reactants are [C:1]([C@@H:3]1[CH2:7][CH2:6][N:5]([CH:8]([C:15]2[CH:20]=[CH:19][CH:18]=[CH:17][CH:16]=2)[C:9]2[CH:14]=[CH:13][CH:12]=[CH:11][CH:10]=2)[CH2:4]1)#[N:2].[CH2:21]([Mg]Br)[CH3:22].FB(F)F.[OH-].[Na+]. The catalyst is O1CCCC1.CC(C)[O-].CC(C)[O-].CC(C)[O-].CC(C)[O-].[Ti+4]. The product is [NH2:2][C:1]1([C@@H:3]2[CH2:7][CH2:6][N:5]([CH:8]([C:15]3[CH:20]=[CH:19][CH:18]=[CH:17][CH:16]=3)[C:9]3[CH:10]=[CH:11][CH:12]=[CH:13][CH:14]=3)[CH2:4]2)[CH2:22][CH2:21]1. The yield is 0.480. (4) The reactants are [C:1]([O:5][C:6]([NH:8][CH2:9][CH:10]1[CH2:15][CH2:14][CH2:13][NH:12][CH2:11]1)=[O:7])([CH3:4])([CH3:3])[CH3:2].C[Si]([N:20]=[C:21]=[O:22])(C)C. The catalyst is ClCCl. The product is [C:1]([O:5][C:6]([NH:8][CH2:9][CH:10]1[CH2:15][CH2:14][CH2:13][N:12]([C:21]([NH2:20])=[O:22])[CH2:11]1)=[O:7])([CH3:4])([CH3:2])[CH3:3]. The yield is 0.850. (5) The reactants are [NH:1]1[C:9]2[C:4](=[CH:5][CH:6]=[CH:7][CH:8]=2)[CH2:3][C:2]1=[O:10].[CH2:11](O)[CH2:12][OH:13]. The catalyst is [Ni]. The product is [OH:13][CH2:12][CH2:11][CH:3]1[C:4]2[C:9](=[CH:8][CH:7]=[CH:6][CH:5]=2)[NH:1][C:2]1=[O:10]. The yield is 0.700. (6) The reactants are [Si:1]([O:8][C@@H:9]1[C@H:13]([OH:14])[C@@H:12]([CH2:15][O:16][C:17]([C:34]2[CH:39]=[CH:38][CH:37]=[CH:36][CH:35]=2)([C:26]2[CH:31]=[CH:30][C:29]([O:32][CH3:33])=[CH:28][CH:27]=2)[C:18]2[CH:23]=[CH:22][C:21]([O:24][CH3:25])=[CH:20][CH:19]=2)[O:11][C@H:10]1[N:40]1[C:54]2[N:53]=[C:47]([N:48]=[CH:49][N:50]([CH3:52])[CH3:51])[NH:46][C:44](=[O:45])[C:43]=2[N:42]=[CH:41]1)([C:4]([CH3:7])([CH3:6])[CH3:5])([CH3:3])[CH3:2].[N:55]1C(C)=C[C:58](C)=[CH:57][C:56]=1C.CN1C=CN=C1.[CH:70]([N:73]([CH:81]([CH3:83])[CH3:82])[P:74](Cl)[O:75]CCC#N)([CH3:72])[CH3:71]. The catalyst is C1COCC1.C(OCC)(=O)C. The product is [C:56]([CH2:57][CH2:58][PH:74]([O:14][C@@H:13]1[C@@H:12]([CH2:15][O:16][C:17]([C:34]2[CH:39]=[CH:38][CH:37]=[CH:36][CH:35]=2)([C:18]2[CH:19]=[CH:20][C:21]([O:24][CH3:25])=[CH:22][CH:23]=2)[C:26]2[CH:27]=[CH:28][C:29]([O:32][CH3:33])=[CH:30][CH:31]=2)[O:11][C@@H:10]([N:40]2[C:54]3[N:53]=[C:47]([N:48]=[CH:49][N:50]([CH3:51])[CH3:52])[NH:46][C:44](=[O:45])[C:43]=3[N:42]=[CH:41]2)[C@@H:9]1[O:8][Si:1]([C:4]([CH3:6])([CH3:7])[CH3:5])([CH3:3])[CH3:2])([N:73]([CH:70]([CH3:71])[CH3:72])[CH:81]([CH3:82])[CH3:83])[OH:75])#[N:55]. The yield is 0.780. (7) The reactants are C([O:3][C:4](=[O:27])[CH2:5][N:6]1[C:14]2[CH:13]=[CH:12][CH:11]=[CH:10][C:9]=2[C:8]2[CH2:15][CH2:16][N:17]([C:20]([O:22][C:23]([CH3:26])([CH3:25])[CH3:24])=[O:21])[CH2:18][CH2:19][C:7]1=2)C.[OH-].[Na+]. The catalyst is CO. The product is [C:23]([O:22][C:20]([N:17]1[CH2:16][CH2:15][C:8]2[C:9]3[CH:10]=[CH:11][CH:12]=[CH:13][C:14]=3[N:6]([CH2:5][C:4]([OH:27])=[O:3])[C:7]=2[CH2:19][CH2:18]1)=[O:21])([CH3:26])([CH3:24])[CH3:25]. The yield is 1.00.